From a dataset of Forward reaction prediction with 1.9M reactions from USPTO patents (1976-2016). Predict the product of the given reaction. (1) The product is: [CH3:58][C:55]([O:54][C:52]([NH:51][C:40](=[N:39][C:37]([O:36][C:33]([CH3:35])([CH3:34])[CH3:32])=[O:38])[NH:41][C:42]1[CH:50]=[CH:49][C:45]([C:46]([N:14]2[CH2:15][C@@H:11]([N:8]3[CH2:9][CH2:10][N:5]([S:2]([CH3:1])(=[O:4])=[O:3])[CH2:6][CH2:7]3)[CH2:12][C@H:13]2[C:16]([NH:18][C:19]2[CH:31]=[CH:30][C:22]([C:23]([O:25][C:26]([CH3:28])([CH3:27])[CH3:29])=[O:24])=[CH:21][CH:20]=2)=[O:17])=[O:47])=[CH:44][CH:43]=1)=[O:53])([CH3:56])[CH3:57]. Given the reactants [CH3:1][S:2]([N:5]1[CH2:10][CH2:9][N:8]([C@@H:11]2[CH2:15][NH:14][C@H:13]([C:16]([NH:18][C:19]3[CH:31]=[CH:30][C:22]([C:23]([O:25][C:26]([CH3:29])([CH3:28])[CH3:27])=[O:24])=[CH:21][CH:20]=3)=[O:17])[CH2:12]2)[CH2:7][CH2:6]1)(=[O:4])=[O:3].[CH3:32][C:33]([O:36][C:37]([NH:39][C:40](=[N:51][C:52]([O:54][C:55]([CH3:58])([CH3:57])[CH3:56])=[O:53])[NH:41][C:42]1[CH:50]=[CH:49][C:45]([C:46](O)=[O:47])=[CH:44][CH:43]=1)=[O:38])([CH3:35])[CH3:34], predict the reaction product. (2) Given the reactants FC(F)(F)COC1C(C(N)=O)=NC=CC=1.[Cl:16][C:17]1[C:18]([C:25]([O:27]C)=[O:26])=[N:19][N:20]([CH:22]([CH3:24])[CH3:23])[CH:21]=1, predict the reaction product. The product is: [Cl:16][C:17]1[C:18]([C:25]([OH:27])=[O:26])=[N:19][N:20]([CH:22]([CH3:23])[CH3:24])[CH:21]=1. (3) Given the reactants [H-].[Al+3].[Li+].[H-].[H-].[H-].C([O:9][C:10](=O)[C:11]1[CH:16]=[CH:15][C:14]([O:17][CH3:18])=[N:13][C:12]=1[CH2:19][C:20](OCC)=[O:21])C.O.[OH-].[Na+], predict the reaction product. The product is: [OH:9][CH2:10][C:11]1[C:12]([CH2:19][CH2:20][OH:21])=[N:13][C:14]([O:17][CH3:18])=[CH:15][CH:16]=1. (4) Given the reactants ClC(Cl)(Cl)C([N:5]1[CH2:10][CH2:9][N:8]([C:11]2[CH:16]=[C:15]([S:17]([N:20]3[C:28]4[C:23](=[CH:24][C:25]([F:30])=[C:26]([F:29])[CH:27]=4)[C:22]([CH:31]([F:33])[F:32])=[CH:21]3)(=[O:19])=[O:18])[CH:14]=[CH:13][C:12]=2[O:34][CH3:35])[CH2:7][CH2:6]1)=O.[OH-].[K+], predict the reaction product. The product is: [F:33][CH:31]([F:32])[C:22]1[C:23]2[C:28](=[CH:27][C:26]([F:29])=[C:25]([F:30])[CH:24]=2)[N:20]([S:17]([C:15]2[CH:14]=[CH:13][C:12]([O:34][CH3:35])=[C:11]([N:8]3[CH2:7][CH2:6][NH:5][CH2:10][CH2:9]3)[CH:16]=2)(=[O:18])=[O:19])[CH:21]=1. (5) Given the reactants [CH2:1]([NH:3][C:4]1[CH:9]=[CH:8][C:7]([O:10][CH3:11])=[CH:6][C:5]=1[CH:12]1[CH2:21][CH2:20][C:19]2[CH:18]=[C:17]([O:22]C(=O)C(C)(C)C)[CH:16]=[CH:15][C:14]=2[CH2:13]1)[CH3:2].Cl.[N:30]1([CH2:37][CH2:38][C:39]2[CH:47]=[CH:46][C:42]([C:43](O)=O)=[CH:41][CH:40]=2)[CH2:36][CH2:35][CH2:34][CH2:33][CH2:32][CH2:31]1, predict the reaction product. The product is: [N:30]1([CH2:37][CH2:38][C:39]2[CH:47]=[CH:46][C:42]([CH2:43][CH2:2][CH2:1][NH:3][C:4]3[CH:9]=[CH:8][C:7]([O:10][CH3:11])=[CH:6][C:5]=3[CH:12]3[CH2:21][CH2:20][C:19]4[CH:18]=[C:17]([OH:22])[CH:16]=[CH:15][C:14]=4[CH2:13]3)=[CH:41][CH:40]=2)[CH2:36][CH2:35][CH2:34][CH2:33][CH2:32][CH2:31]1. (6) Given the reactants [OH-].[Li+].[CH2:3]([C:5]1[N:6]=[C:7]([C:10]2[CH:11]=[CH:12][C:13]([O:16][CH2:17][CH2:18][CH2:19][O:20][C:21]3[CH:22]=[C:23]4[C:27](=[CH:28][CH:29]=3)[N:26]([CH:30]([CH3:35])[C:31]([O:33]C)=[O:32])[CH:25]=[CH:24]4)=[N:14][CH:15]=2)[S:8][CH:9]=1)[CH3:4].CO.O, predict the reaction product. The product is: [CH2:3]([C:5]1[N:6]=[C:7]([C:10]2[CH:11]=[CH:12][C:13]([O:16][CH2:17][CH2:18][CH2:19][O:20][C:21]3[CH:22]=[C:23]4[C:27](=[CH:28][CH:29]=3)[N:26]([CH:30]([CH3:35])[C:31]([OH:33])=[O:32])[CH:25]=[CH:24]4)=[N:14][CH:15]=2)[S:8][CH:9]=1)[CH3:4]. (7) Given the reactants [Cl:1][C:2]1[CH:3]=[CH:4][C:5]([O:23][CH3:24])=[C:6]([CH:22]=1)[C:7]([NH:9][CH2:10][CH2:11][C:12]1[CH:17]=[CH:16][C:15]([S:18](Cl)(=[O:20])=[O:19])=[CH:14][CH:13]=1)=[O:8].[CH:25]1([C:28]2[S:32][C:31]([NH2:33])=[N:30][N:29]=2)[CH2:27][CH2:26]1, predict the reaction product. The product is: [Cl:1][C:2]1[CH:3]=[CH:4][C:5]([O:23][CH3:24])=[C:6]([CH:22]=1)[C:7]([NH:9][CH2:10][CH2:11][C:12]1[CH:17]=[CH:16][C:15]([S:18](=[O:20])(=[O:19])[NH:33][C:31]2[S:32][C:28]([CH:25]3[CH2:27][CH2:26]3)=[N:29][N:30]=2)=[CH:14][CH:13]=1)=[O:8].